This data is from Catalyst prediction with 721,799 reactions and 888 catalyst types from USPTO. The task is: Predict which catalyst facilitates the given reaction. (1) Reactant: [NH:1]1[CH:5]=[C:4]([C:6]([NH:8][C:9]2[CH:10]=[C:11]3[C:16](=[CH:17][CH:18]=2)[CH2:15][N:14]([C:19]([O:21][C:22]([CH3:25])([CH3:24])[CH3:23])=[O:20])[CH2:13][CH2:12]3)=[O:7])[CH:3]=[N:2]1.C(=O)([O-])[O-].[Cs+].[Cs+].Br[CH2:33][C:34]1[CH:39]=[CH:38][C:37]([F:40])=[CH:36][CH:35]=1. Product: [F:40][C:37]1[CH:38]=[CH:39][C:34]([CH2:33][N:1]2[CH:5]=[C:4]([C:6]([NH:8][C:9]3[CH:10]=[C:11]4[C:16](=[CH:17][CH:18]=3)[CH2:15][N:14]([C:19]([O:21][C:22]([CH3:25])([CH3:24])[CH3:23])=[O:20])[CH2:13][CH2:12]4)=[O:7])[CH:3]=[N:2]2)=[CH:35][CH:36]=1. The catalyst class is: 3. (2) Reactant: [C:1]([O:5][C:6](=[O:35])[N:7]([CH2:24][CH2:25][CH2:26][NH:27][C:28]([O:30][C:31]([CH3:34])([CH3:33])[CH3:32])=[O:29])[CH2:8][C:9]1[CH:14]=[CH:13][C:12](B2OC(C)(C)C(C)(C)O2)=[CH:11][CH:10]=1)([CH3:4])([CH3:3])[CH3:2].[CH3:36][O:37][C:38](=[O:44])[C:39](I)=[CH:40][O:41][CH3:42].[O-]P([O-])([O-])=O.[K+].[K+].[K+].O1CCOCC1. Product: [CH3:36][O:37][C:38](=[O:44])[C:39]([C:12]1[CH:13]=[CH:14][C:9]([CH2:8][N:7]([C:6]([O:5][C:1]([CH3:4])([CH3:2])[CH3:3])=[O:35])[CH2:24][CH2:25][CH2:26][NH:27][C:28]([O:30][C:31]([CH3:34])([CH3:33])[CH3:32])=[O:29])=[CH:10][CH:11]=1)=[CH:40][O:41][CH3:42]. The catalyst class is: 103. (3) Reactant: [CH:1]1(/[C:7](/[CH2:11][CH3:12])=[CH:8]/[CH2:9][OH:10])[CH2:6][CH2:5][CH2:4][CH2:3][CH2:2]1.CC(OI1(OC(C)=O)(OC(C)=O)OC(=O)C2C=CC=CC1=2)=O.C([O-])(O)=O.[Na+].[O-]S([O-])(=S)=O.[Na+].[Na+]. Product: [CH:1]1(/[C:7](/[CH2:11][CH3:12])=[CH:8]/[CH:9]=[O:10])[CH2:6][CH2:5][CH2:4][CH2:3][CH2:2]1. The catalyst class is: 4. (4) Reactant: [NH2:1][CH2:2][CH2:3][C:4]1[CH:27]=[CH:26][C:7]([NH:8][CH:9]2[CH2:14][CH2:13][N:12]([C:15]([NH:17][CH2:18][CH2:19][CH2:20][CH2:21][CH2:22][CH2:23][CH2:24][CH3:25])=[O:16])[CH2:11][CH2:10]2)=[CH:6][CH:5]=1.[O:28]1[CH2:30][C@H:29]1[CH2:31][O:32][C:33]1[CH:38]=[CH:37][C:36]([NH:39][S:40]([CH3:43])(=[O:42])=[O:41])=[CH:35][CH:34]=1. Product: [CH2:18]([NH:17][C:15]([N:12]1[CH2:13][CH2:14][CH:9]([NH:8][C:7]2[CH:6]=[CH:5][C:4]([CH2:3][CH2:2][NH:1][CH2:30][C@H:29]([OH:28])[CH2:31][O:32][C:33]3[CH:34]=[CH:35][C:36]([NH:39][S:40]([CH3:43])(=[O:42])=[O:41])=[CH:37][CH:38]=3)=[CH:27][CH:26]=2)[CH2:10][CH2:11]1)=[O:16])[CH2:19][CH2:20][CH2:21][CH2:22][CH2:23][CH2:24][CH3:25]. The catalyst class is: 147. (5) Reactant: [C:1]([C:3]1([CH2:6][O:7][C:8]2[C:29]([O:30][CH3:31])=[CH:28][C:11]3[C:12]4[N:17]([CH:18]([CH2:20][CH3:21])[CH2:19][C:10]=3[CH:9]=2)[CH:16]=[C:15]([C:22]([O:24]CC)=[O:23])[C:14](=[O:27])[CH:13]=4)[CH2:5][CH2:4]1)#[N:2].O[Li].O. Product: [C:1]([C:3]1([CH2:6][O:7][C:8]2[C:29]([O:30][CH3:31])=[CH:28][C:11]3[C:12]4[N:17]([CH:18]([CH2:20][CH3:21])[CH2:19][C:10]=3[CH:9]=2)[CH:16]=[C:15]([C:22]([OH:24])=[O:23])[C:14](=[O:27])[CH:13]=4)[CH2:4][CH2:5]1)#[N:2]. The catalyst class is: 24. (6) Reactant: [C:1]([O-:4])(=[S:3])[CH3:2].[K+].CN(C=O)C.[CH3:11][C:12]1([CH3:21])[O:16][C@H:15]2COC(=O)[C@H:14]2[O:13]1. Product: [CH3:11][C:12]1([CH3:21])[O:13][C@H:14]2[CH2:15][S:3][C:1](=[O:4])[C@H:2]2[O:16]1. The catalyst class is: 6. (7) Reactant: [NH:1]1[C:9]2[C:4](=[CH:5][CH:6]=[CH:7][CH:8]=2)[CH:3]=[N:2]1.I[C:11]1[CH:12]=[C:13]([CH2:17][OH:18])[CH:14]=[CH:15][CH:16]=1.O.P([O-])([O-])([O-])=O.[K+].[K+].[K+].CN[C@@H]1CCCC[C@H]1NC. Product: [N:1]1([C:11]2[CH:12]=[C:13]([CH2:17][OH:18])[CH:14]=[CH:15][CH:16]=2)[C:9]2[C:4](=[CH:5][CH:6]=[CH:7][CH:8]=2)[CH:3]=[N:2]1. The catalyst class is: 6.